Dataset: Peptide-MHC class I binding affinity with 185,985 pairs from IEDB/IMGT. Task: Regression. Given a peptide amino acid sequence and an MHC pseudo amino acid sequence, predict their binding affinity value. This is MHC class I binding data. The peptide sequence is RPRCAYLPF. The MHC is HLA-B18:01 with pseudo-sequence HLA-B18:01. The binding affinity (normalized) is 0.203.